This data is from Full USPTO retrosynthesis dataset with 1.9M reactions from patents (1976-2016). The task is: Predict the reactants needed to synthesize the given product. (1) Given the product [C:19]1([C:17]([CH2:16][P:7](=[S:14])([C:8]2[CH:13]=[CH:12][CH:11]=[CH:10][CH:9]=2)[C:1]2[CH:2]=[CH:3][CH:4]=[CH:5][CH:6]=2)=[O:18])[CH:24]=[CH:23][CH:22]=[CH:21][CH:20]=1, predict the reactants needed to synthesize it. The reactants are: [C:1]1([PH:7](=[S:14])[C:8]2[CH:13]=[CH:12][CH:11]=[CH:10][CH:9]=2)[CH:6]=[CH:5][CH:4]=[CH:3][CH:2]=1.Cl[CH2:16][C:17]([C:19]1[CH:24]=[CH:23][CH:22]=[CH:21][CH:20]=1)=[O:18].[OH-].[K+].O. (2) Given the product [F:1][C:2]1[CH:7]=[CH:6][C:5]([NH:8][CH2:20][CH2:19][C:16]2[CH:15]=[CH:14][C:13]([C:12]([F:11])([F:23])[F:24])=[CH:18][CH:17]=2)=[CH:4][C:3]=1[O:9][CH3:10], predict the reactants needed to synthesize it. The reactants are: [F:1][C:2]1[CH:7]=[CH:6][C:5]([NH2:8])=[CH:4][C:3]=1[O:9][CH3:10].[F:11][C:12]([F:24])([F:23])[C:13]1[CH:18]=[CH:17][C:16]([CH2:19][C:20](O)=O)=[CH:15][CH:14]=1.